From a dataset of Merck oncology drug combination screen with 23,052 pairs across 39 cell lines. Regression. Given two drug SMILES strings and cell line genomic features, predict the synergy score measuring deviation from expected non-interaction effect. (1) Drug 1: O=c1[nH]cc(F)c(=O)[nH]1. Drug 2: C=CCn1c(=O)c2cnc(Nc3ccc(N4CCN(C)CC4)cc3)nc2n1-c1cccc(C(C)(C)O)n1. Cell line: HT29. Synergy scores: synergy=-2.71. (2) Drug 1: Cn1nnc2c(C(N)=O)ncn2c1=O. Drug 2: CS(=O)(=O)CCNCc1ccc(-c2ccc3ncnc(Nc4ccc(OCc5cccc(F)c5)c(Cl)c4)c3c2)o1. Cell line: MSTO. Synergy scores: synergy=14.7. (3) Drug 1: CN1C(=O)C=CC2(C)C3CCC4(C)C(NC(=O)OCC(F)(F)F)CCC4C3CCC12. Drug 2: CC(=O)OC1C(=O)C2(C)C(O)CC3OCC3(OC(C)=O)C2C(OC(=O)c2ccccc2)C2(O)CC(OC(=O)C(O)C(NC(=O)c3ccccc3)c3ccccc3)C(C)=C1C2(C)C. Cell line: UWB1289BRCA1. Synergy scores: synergy=12.0. (4) Drug 1: COc1cccc2c1C(=O)c1c(O)c3c(c(O)c1C2=O)CC(O)(C(=O)CO)CC3OC1CC(N)C(O)C(C)O1. Drug 2: C=CCn1c(=O)c2cnc(Nc3ccc(N4CCN(C)CC4)cc3)nc2n1-c1cccc(C(C)(C)O)n1. Cell line: EFM192B. Synergy scores: synergy=7.64. (5) Drug 1: CC(=O)OC1C(=O)C2(C)C(O)CC3OCC3(OC(C)=O)C2C(OC(=O)c2ccccc2)C2(O)CC(OC(=O)C(O)C(NC(=O)c3ccccc3)c3ccccc3)C(C)=C1C2(C)C. Drug 2: CS(=O)(=O)CCNCc1ccc(-c2ccc3ncnc(Nc4ccc(OCc5cccc(F)c5)c(Cl)c4)c3c2)o1. Cell line: COLO320DM. Synergy scores: synergy=63.2. (6) Drug 1: CCN(CC)CCNC(=O)c1c(C)[nH]c(C=C2C(=O)Nc3ccc(F)cc32)c1C. Drug 2: C#Cc1cccc(Nc2ncnc3cc(OCCOC)c(OCCOC)cc23)c1. Cell line: NCIH2122. Synergy scores: synergy=21.4. (7) Drug 1: COc1cccc2c1C(=O)c1c(O)c3c(c(O)c1C2=O)CC(O)(C(=O)CO)CC3OC1CC(N)C(O)C(C)O1. Drug 2: Cn1nnc2c(C(N)=O)ncn2c1=O. Cell line: SW620. Synergy scores: synergy=1.52. (8) Drug 1: CN1C(=O)C=CC2(C)C3CCC4(C)C(NC(=O)OCC(F)(F)F)CCC4C3CCC12. Drug 2: NC1(c2ccc(-c3nc4ccn5c(=O)[nH]nc5c4cc3-c3ccccc3)cc2)CCC1. Cell line: HCT116. Synergy scores: synergy=-2.94. (9) Drug 1: Nc1ccn(C2OC(CO)C(O)C2(F)F)c(=O)n1. Drug 2: CC(C)CC(NC(=O)C(Cc1ccccc1)NC(=O)c1cnccn1)B(O)O. Cell line: LOVO. Synergy scores: synergy=-3.70. (10) Drug 1: C=CCn1c(=O)c2cnc(Nc3ccc(N4CCN(C)CC4)cc3)nc2n1-c1cccc(C(C)(C)O)n1. Drug 2: CS(=O)(=O)CCNCc1ccc(-c2ccc3ncnc(Nc4ccc(OCc5cccc(F)c5)c(Cl)c4)c3c2)o1. Cell line: SKMES1. Synergy scores: synergy=14.0.